Task: Predict the product of the given reaction.. Dataset: Forward reaction prediction with 1.9M reactions from USPTO patents (1976-2016) (1) Given the reactants [CH3:1][N:2]1[CH:6]=[CH:5][C:4]([C:7]2[CH:8]=[N:9][NH:10][C:11]=2[NH2:12])=[N:3]1.[CH3:13][N:14]1[C:22]2[C:17](=[CH:18][C:19]([C:23](=O)[CH2:24][C:25](OCC)=[O:26])=[CH:20][CH:21]=2)[CH:16]=[N:15]1.CC1C=CC(S(O)(=O)=O)=CC=1, predict the reaction product. The product is: [CH3:13][N:14]1[C:22]2[C:17](=[CH:18][C:19]([C:23]3[NH:12][C:11]4[N:10]([N:9]=[CH:8][C:7]=4[C:4]4[CH:5]=[CH:6][N:2]([CH3:1])[N:3]=4)[C:25](=[O:26])[CH:24]=3)=[CH:20][CH:21]=2)[CH:16]=[N:15]1. (2) Given the reactants [CH3:1][C:2]1[N:3]([CH:17]([CH3:21])[CH2:18]SC)[C:4]2[C:9]([CH:10]=1)=[C:8]([C:11]([F:14])([F:13])[F:12])[C:7]([C:15]#[N:16])=[CH:6][CH:5]=2.O[O:23][S:24]([O-:26])=O.[K+].[CH3:28]O, predict the reaction product. The product is: [CH3:1][C:2]1[N:3]([CH:17]([CH3:21])[CH2:18][S:24]([CH3:28])(=[O:26])=[O:23])[C:4]2[C:9]([CH:10]=1)=[C:8]([C:11]([F:13])([F:12])[F:14])[C:7]([C:15]#[N:16])=[CH:6][CH:5]=2. (3) Given the reactants [CH3:1][C:2]([C:5]1[CH:10]=[CH:9][C:8]([CH2:11][N:12]2[C:17](=[O:18])[CH:16]=[C:15]([OH:19])[N:14]=[C:13]2[C:20]2[C:25]([Cl:26])=[CH:24][C:23]([Cl:27])=[CH:22][C:21]=2[Cl:28])=[CH:7][CH:6]=1)([CH3:4])[CH3:3].[Cl-].C[Al+]C.CCCCCC.C(C1C=CC([CH2:47][NH2:48])=CC=1)(C)(C)C.ClC1C=C(Cl)C=C(Cl)C=1C#N.C(OCC)(=O)[CH2:63][C:64]([O:66]CC)=[O:65].C[O-:74].[Na+].CO, predict the reaction product. The product is: [CH3:4][C:2]([C:5]1[CH:6]=[CH:7][C:8]([CH2:11][N:12]2[C:17](=[O:18])[C:16]([C:47]([NH:48][CH2:63][C:64]([OH:66])=[O:65])=[O:74])=[C:15]([OH:19])[N:14]=[C:13]2[C:20]2[C:21]([Cl:28])=[CH:22][C:23]([Cl:27])=[CH:24][C:25]=2[Cl:26])=[CH:9][CH:10]=1)([CH3:1])[CH3:3]. (4) Given the reactants [P:1]([O:12][C:13]([CH3:16])([CH3:15])[CH3:14])([O:7][C:8]([CH3:11])([CH3:10])[CH3:9])([O:3][CH2:4][CH2:5][NH2:6])=[O:2].CCN(CC)CC.[Cl:24][CH2:25][CH:26]1[C:34]2[C:33]3[CH:35]=[CH:36][C:37]([S:39](Cl)(=[O:41])=[O:40])=[CH:38][C:32]=3[C:31]([N+:43]([O-:45])=[O:44])=[CH:30][C:29]=2[N:28](C(=O)C(F)(F)F)[CH2:27]1.C([O-])([O-])=O.[Cs+].[Cs+], predict the reaction product. The product is: [P:1]([O:3][CH2:4][CH2:5][NH:6][S:39]([C:37]1[CH:36]=[CH:35][C:33]2[C:34]3[CH:26]([CH2:25][Cl:24])[CH2:27][NH:28][C:29]=3[CH:30]=[C:31]([N+:43]([O-:45])=[O:44])[C:32]=2[CH:38]=1)(=[O:41])=[O:40])([O:7][C:8]([CH3:10])([CH3:9])[CH3:11])([O:12][C:13]([CH3:16])([CH3:15])[CH3:14])=[O:2]. (5) Given the reactants [C:1]([C:5]1[CH:9]=[C:8]([CH2:10][NH:11][C:12]([NH:14][C:15]2[CH:16]=[N:17][C:18]([C:21]#[N:22])=[CH:19][CH:20]=2)=[O:13])[N:7]([C:23]2[CH:28]=[CH:27][CH:26]=[C:25]([Cl:29])[CH:24]=2)[N:6]=1)([CH3:4])([CH3:3])[CH3:2].S(=O)(=O)(O)[OH:31], predict the reaction product. The product is: [C:1]([C:5]1[CH:9]=[C:8]([CH2:10][NH:11][C:12](=[O:13])[NH:14][C:15]2[CH:20]=[CH:19][C:18]([C:21]([NH2:22])=[O:31])=[N:17][CH:16]=2)[N:7]([C:23]2[CH:28]=[CH:27][CH:26]=[C:25]([Cl:29])[CH:24]=2)[N:6]=1)([CH3:4])([CH3:2])[CH3:3]. (6) Given the reactants [OH:1][CH2:2][C:3]1[CH:4]=[CH:5][C:6]([O:18][CH3:19])=[C:7]([CH:17]=1)[O:8][C:9]1[CH:10]=[C:11]([CH:14]=[CH:15][CH:16]=1)[C:12]#[N:13].N1C=CC=CC=1.Cl[C:27]([O:29][CH3:30])=[O:28], predict the reaction product. The product is: [CH3:30][O:29][C:27](=[O:28])[O:1][CH2:2][C:3]1[CH:4]=[CH:5][C:6]([O:18][CH3:19])=[C:7]([O:8][C:9]2[CH:16]=[CH:15][CH:14]=[C:11]([C:12]#[N:13])[CH:10]=2)[CH:17]=1. (7) Given the reactants C(OC([N:8]1[C@@H:12]([CH2:13][CH2:14][C:15]2[CH:20]=[CH:19][C:18]([NH:21][S:22]([C:25]3[C:26]4[CH:27]=[CH:28][N:29]=[CH:30][C:31]=4[CH:32]=[CH:33][CH:34]=3)(=[O:24])=[O:23])=[CH:17][CH:16]=2)[CH2:11][O:10]C1(C)C)=O)(C)(C)C.O.FC(F)(F)C(O)=O.[OH-].[Na+], predict the reaction product. The product is: [NH2:8][C@H:12]([CH2:11][OH:10])[CH2:13][CH2:14][C:15]1[CH:20]=[CH:19][C:18]([NH:21][S:22]([C:25]2[C:26]3[CH:27]=[CH:28][N:29]=[CH:30][C:31]=3[CH:32]=[CH:33][CH:34]=2)(=[O:24])=[O:23])=[CH:17][CH:16]=1.